This data is from Buchwald-Hartwig C-N cross coupling reaction yields with 55,370 reactions. The task is: Predict the reaction yield, written as a fraction of the theoretical maximum amount of product (1.0 means a 100% yield; for example, 0.34 means a 34% yield). The reactants are Brc1ccccn1.Cc1ccc(N)cc1.O=S(=O)(O[Pd]1c2ccccc2-c2ccccc2N~1)C(F)(F)F.COc1ccc(OC)c(P(C(C)(C)C)C(C)(C)C)c1-c1c(C(C)C)cc(C(C)C)cc1C(C)C.CCN=P(N=P(N(C)C)(N(C)C)N(C)C)(N(C)C)N(C)C.c1ccc(CN(Cc2ccccc2)c2ccon2)cc1. No catalyst specified. The product is Cc1ccc(Nc2ccccn2)cc1. The yield is 0.778.